Dataset: Full USPTO retrosynthesis dataset with 1.9M reactions from patents (1976-2016). Task: Predict the reactants needed to synthesize the given product. (1) Given the product [CH3:33][O:32][C:29]1[CH:28]=[CH:27][C:26]([C:25]([O:40][CH2:41][C@H:42]2[O:46][C@@H:45]([N:47]3[C:66]4[N:65]=[CH:64][N:63]=[C:51]([NH:52][C:53](=[O:62])[CH2:54][O:55][C:56]5[CH:57]=[CH:58][CH:59]=[CH:60][CH:61]=5)[C:50]=4[N:49]=[CH:48]3)[C@H:44]([OH:67])[CH2:43]2)([C:34]2[CH:35]=[CH:36][CH:37]=[CH:38][CH:39]=2)[C:24]2[CH:75]=[CH:76][C:21]([O:20][CH3:19])=[CH:22][CH:23]=2)=[CH:31][CH:30]=1, predict the reactants needed to synthesize it. The reactants are: [F-].C([N+](CCCC)(CCCC)CCCC)CCC.[CH3:19][O:20][C:21]1[CH:76]=[CH:75][C:24]([C:25]([O:40][CH2:41][C@H:42]2[O:46][C@@H:45]([N:47]3[C:66]4[N:65]=[CH:64][N:63]=[C:51]([NH:52][C:53](=[O:62])[CH2:54][O:55][C:56]5[CH:61]=[CH:60][CH:59]=[CH:58][CH:57]=5)[C:50]=4[N:49]=[CH:48]3)[C@H:44]([O:67][Si](C(C)(C)C)(C)C)[CH2:43]2)([C:34]2[CH:39]=[CH:38][CH:37]=[CH:36][CH:35]=2)[C:26]2[CH:31]=[CH:30][C:29]([O:32][CH3:33])=[CH:28][CH:27]=2)=[CH:23][CH:22]=1.CCO.C(OCC)(=O)C. (2) Given the product [Cl:8][C:6]1[N:5]=[CH:4][N:3]=[C:2]([NH:10][CH3:9])[N:7]=1, predict the reactants needed to synthesize it. The reactants are: Cl[C:2]1[N:7]=[C:6]([Cl:8])[N:5]=[CH:4][N:3]=1.[CH3:9][NH2:10]. (3) Given the product [ClH:1].[ClH:1].[NH2:8][C:7]1[C:2]([N:17]2[CH2:18][CH2:19][CH:15]([OH:14])[CH2:16]2)=[N:3][CH:4]=[C:5]([NH2:11])[CH:6]=1, predict the reactants needed to synthesize it. The reactants are: [Cl:1][C:2]1[C:7]([N+:8]([O-])=O)=[CH:6][C:5]([N+:11]([O-])=O)=[CH:4][N:3]=1.[OH:14][CH:15]1[CH2:19][CH2:18][NH:17][CH2:16]1. (4) Given the product [F:19][C:13]1[CH:14]=[CH:15][CH:16]=[C:17]([F:18])[C:12]=1[C:4]1[NH:3][CH:2]=[C:6]([C:7]([O:9][CH2:10][CH3:11])=[O:8])[CH:5]=1, predict the reactants needed to synthesize it. The reactants are: Cl[C:2]1[NH:3][C:4]([C:12]2[C:17]([F:18])=[CH:16][CH:15]=[CH:14][C:13]=2[F:19])=[CH:5][C:6]=1[C:7]([O:9][CH2:10][CH3:11])=[O:8]. (5) Given the product [Si:4]([O:11][CH2:12][C@@H:13]([O:15][NH2:16])[CH3:14])([C:7]([CH3:9])([CH3:10])[CH3:8])([CH3:6])[CH3:5], predict the reactants needed to synthesize it. The reactants are: CNN.[Si:4]([O:11][CH2:12][C@@H:13]([O:15][N:16]1C(=O)C2C(=CC=CC=2)C1=O)[CH3:14])([C:7]([CH3:10])([CH3:9])[CH3:8])([CH3:6])[CH3:5]. (6) Given the product [Br:36][C:37]1[CH:38]=[CH:39][C:40]([O:45][CH3:46])=[C:41]([CH:42]=[CH:16][CH2:15][CH2:14][O:13][CH3:12])[CH:44]=1, predict the reactants needed to synthesize it. The reactants are: C[Si]([N-][Si](C)(C)C)(C)C.[Na+].[Br-].[CH3:12][O:13][CH2:14][CH2:15][CH2:16][P+](C1C=CC=CC=1)(C1C=CC=CC=1)C1C=CC=CC=1.[Br:36][C:37]1[CH:38]=[CH:39][C:40]([O:45][CH3:46])=[C:41]([CH:44]=1)[CH:42]=O.[NH4+].[Cl-]. (7) Given the product [C:20]([C:19]1[CH:22]=[CH:23][C:16]([CH:14]([C:7]2[C:8](=[O:12])[CH2:9][CH2:10][CH2:11][C:6]=2[OH:13])[NH:35][C:33]([NH:32][C:28]2[CH:27]=[C:26]([C:25]([F:36])([F:24])[F:37])[CH:31]=[CH:30][N:29]=2)=[O:34])=[CH:17][CH:18]=1)#[N:21], predict the reactants needed to synthesize it. The reactants are: C[Si](Cl)(C)C.[C:6]1(=[O:13])[CH2:11][CH2:10][CH2:9][C:8](=[O:12])[CH2:7]1.[CH:14]([C:16]1[CH:23]=[CH:22][C:19]([C:20]#[N:21])=[CH:18][CH:17]=1)=O.[F:24][C:25]([F:37])([F:36])[C:26]1[CH:31]=[CH:30][N:29]=[C:28]([NH:32][C:33]([NH2:35])=[O:34])[CH:27]=1.